Predict the reaction yield, written as a fraction of the theoretical maximum amount of product (1.0 means a 100% yield; for example, 0.34 means a 34% yield). From a dataset of Reaction yield outcomes from USPTO patents with 853,638 reactions. (1) The reactants are [OH:1][C:2]1[CH:3]=[C:4]2[C:8](=[CH:9][CH:10]=1)[NH:7][CH:6]=[CH:5]2.[H-].[Na+].[NH2:13][C:14]1[CH:19]=[C:18](Cl)[C:17]([C:21]#[N:22])=[CH:16][N:15]=1. The catalyst is CS(C)=O. The product is [NH2:13][C:14]1[CH:19]=[C:18]([O:1][C:2]2[CH:3]=[C:4]3[C:8](=[CH:9][CH:10]=2)[NH:7][CH:6]=[CH:5]3)[C:17]([C:21]#[N:22])=[CH:16][N:15]=1. The yield is 0.590. (2) The reactants are Br[C:2]1[S:3][C:4]([C:7]([N:9]([C:11]2[CH:16]=[CH:15][CH:14]=[C:13]([O:17][CH3:18])[CH:12]=2)[CH3:10])=[O:8])=[CH:5][N:6]=1.[C:19]1([CH3:28])[CH:24]=[CH:23][CH:22]=[C:21](B(O)O)[CH:20]=1.C(=O)([O-])[O-].[Cs+].[Cs+]. The catalyst is O=O.[Pd].C1(P(C2C=CC=CC=2)C2C=CC=CC=2)C=CC=CC=1.C1(P(C2C=CC=CC=2)C2C=CC=CC=2)C=CC=CC=1.C1(P(C2C=CC=CC=2)C2C=CC=CC=2)C=CC=CC=1.C1(P(C2C=CC=CC=2)C2C=CC=CC=2)C=CC=CC=1. The product is [CH3:18][O:17][C:13]1[CH:12]=[C:11]([N:9]([CH3:10])[C:7]([C:4]2[S:3][C:2]([C:21]3[CH:22]=[CH:23][CH:24]=[C:19]([CH3:28])[CH:20]=3)=[N:6][CH:5]=2)=[O:8])[CH:16]=[CH:15][CH:14]=1. The yield is 0.820. (3) The reactants are [CH:1]1([O:7][C:8](=[O:49])[C@@H:9]([NH:41]C(OC(C)(C)C)=O)[CH2:10][CH2:11][O:12][C:13]2[CH:22]=[C:21]3[C:16]([C:17]([O:23][C:24]4[CH:29]=[CH:28][C:27]([NH:30][C:31](=[O:38])[C:32]5[CH:37]=[CH:36][CH:35]=[CH:34][CH:33]=5)=[CH:26][CH:25]=4)=[CH:18][CH:19]=[N:20]3)=[CH:15][C:14]=2[O:39][CH3:40])[CH2:6][CH2:5][CH2:4][CH2:3][CH2:2]1.C(Cl)Cl.C(O)(C(F)(F)F)=O. No catalyst specified. The product is [CH:1]1([O:7][C:8](=[O:49])[C@@H:9]([NH2:41])[CH2:10][CH2:11][O:12][C:13]2[CH:22]=[C:21]3[C:16]([C:17]([O:23][C:24]4[CH:29]=[CH:28][C:27]([NH:30][C:31](=[O:38])[C:32]5[CH:33]=[CH:34][CH:35]=[CH:36][CH:37]=5)=[CH:26][CH:25]=4)=[CH:18][CH:19]=[N:20]3)=[CH:15][C:14]=2[O:39][CH3:40])[CH2:6][CH2:5][CH2:4][CH2:3][CH2:2]1. The yield is 0.680. (4) The reactants are [NH2:1][CH2:2][CH2:3][C:4]1[CH:9]=[CH:8][C:7]([OH:10])=[CH:6][CH:5]=1.[CH3:11][C:12]([O:15][C:16](O[C:16]([O:15][C:12]([CH3:14])([CH3:13])[CH3:11])=[O:17])=[O:17])([CH3:14])[CH3:13]. The catalyst is C(Cl)Cl. The product is [C:12]([O:15][C:16](=[O:17])[NH:1][CH2:2][CH2:3][C:4]1[CH:9]=[CH:8][C:7]([OH:10])=[CH:6][CH:5]=1)([CH3:14])([CH3:13])[CH3:11]. The yield is 0.610. (5) The reactants are [F:1][C:2]1[CH:3]=[CH:4][C:5]2[N:6]([CH:8]=[C:9]([C:11]3[CH:16]=[CH:15][C:14]([N+:17]([O-])=O)=[CH:13][CH:12]=3)[N:10]=2)[CH:7]=1.O.O.[Sn](Cl)Cl.CCOC(C)=O.C(Cl)Cl. The catalyst is CCO. The product is [F:1][C:2]1[CH:3]=[CH:4][C:5]2[N:6]([CH:8]=[C:9]([C:11]3[CH:16]=[CH:15][C:14]([NH2:17])=[CH:13][CH:12]=3)[N:10]=2)[CH:7]=1. The yield is 0.820. (6) The reactants are [NH2:1][C:2]1[N:6](C(OC(C)(C)C)=O)[N:5]=[C:4]([C:14]([CH3:17])([CH3:16])[CH3:15])[CH:3]=1.[N:18]1[CH:23]=[CH:22][C:21]([S:24][C:25]2[CH:26]=[C:27]([CH:29]=[CH:30][CH:31]=2)[NH2:28])=[CH:20][CH:19]=1.C(O)(=O)C[C:34](CC(O)=O)(C(O)=O)[OH:35]. The catalyst is C(Cl)Cl. The product is [C:14]([C:4]1[CH:3]=[C:2]([NH:1][C:34]([NH:28][C:27]2[CH:29]=[CH:30][CH:31]=[C:25]([S:24][C:21]3[CH:20]=[CH:19][N:18]=[CH:23][CH:22]=3)[CH:26]=2)=[O:35])[NH:6][N:5]=1)([CH3:15])([CH3:16])[CH3:17]. The yield is 0.280. (7) The product is [N:5]12[CH2:11][CH2:10][CH:8]([CH2:7][CH2:6]1)[C@H:9]([NH:14][C:31]([C:29]1[S:30][C:26]([C:23]3[C:22]([CH3:34])=[C:21]([C:20]([F:36])([F:35])[F:19])[O:25][N:24]=3)=[CH:27][CH:28]=1)=[O:32])[CH2:4]2. The reactants are Cl.Cl.N[C@@H:4]1[CH2:9][CH:8]2[CH2:10][CH2:11][N:5]1[CH2:6][CH2:7]2.C([N:14](CC)CC)C.[F:19][C:20]([F:36])([F:35])[C:21]1[O:25][N:24]=[C:23]([C:26]2[S:30][C:29]([C:31](Cl)=[O:32])=[CH:28][CH:27]=2)[C:22]=1[CH3:34]. The catalyst is ClCCl. The yield is 0.400. (8) The reactants are [CH3:1][N:2]1[CH:6]=[CH:5][C:4]([NH2:7])=[N:3]1.CCN(C(C)C)C(C)C.[C:17]([O:21][C:22]([NH:24][C:25]1([CH:29]([OH:33])[C:30](O)=[O:31])[CH2:28][CH2:27][CH2:26]1)=[O:23])([CH3:20])([CH3:19])[CH3:18].CN(C(ON1N=NC2C=CC=NC1=2)=[N+](C)C)C.F[P-](F)(F)(F)(F)F. The catalyst is CN(C=O)C. The product is [OH:33][CH:29]([C:25]1([NH:24][C:22](=[O:23])[O:21][C:17]([CH3:19])([CH3:18])[CH3:20])[CH2:28][CH2:27][CH2:26]1)[C:30]([NH:7][C:4]1[CH:5]=[CH:6][N:2]([CH3:1])[N:3]=1)=[O:31]. The yield is 0.920. (9) The reactants are Cl[C:2]1[CH:11]=[C:10]2[C:5]([CH:6]=[C:7]([C:14]3[CH:19]=[C:18]([F:20])[CH:17]=[CH:16][C:15]=3[CH3:21])[N+:8]([O-:13])=[C:9]2[CH3:12])=[CH:4][N:3]=1.[CH:22]1([C:25]([NH2:27])=[O:26])[CH2:24][CH2:23]1.C(=O)([O-])[O-].[Cs+].[Cs+]. The catalyst is O1CCOCC1.ClCCl.CO. The product is [CH:22]1([C:25]([NH:27][C:2]2[CH:11]=[C:10]3[C:5]([CH:6]=[C:7]([C:14]4[CH:19]=[C:18]([F:20])[CH:17]=[CH:16][C:15]=4[CH3:21])[N+:8]([O-:13])=[C:9]3[CH3:12])=[CH:4][N:3]=2)=[O:26])[CH2:24][CH2:23]1. The yield is 1.00.